Dataset: Catalyst prediction with 721,799 reactions and 888 catalyst types from USPTO. Task: Predict which catalyst facilitates the given reaction. Reactant: [F:1][CH:2]([F:17])[C:3]1[N:7]=[N:6][N:5]([C:8]2[CH:13]=[CH:12][C:11]([F:14])=[CH:10][CH:9]=2)[C:4]=1[CH2:15][OH:16].C(=O)([O-])[O-].[Cs+].[Cs+].Cl[C:25]1[N:30]=[N:29][C:28]([C:31]([NH2:33])=[O:32])=[CH:27][CH:26]=1.O. Product: [F:17][CH:2]([F:1])[C:3]1[N:7]=[N:6][N:5]([C:8]2[CH:9]=[CH:10][C:11]([F:14])=[CH:12][CH:13]=2)[C:4]=1[CH2:15][O:16][C:25]1[N:30]=[N:29][C:28]([C:31]([NH2:33])=[O:32])=[CH:27][CH:26]=1. The catalyst class is: 3.